The task is: Predict the product of the given reaction.. This data is from Forward reaction prediction with 1.9M reactions from USPTO patents (1976-2016). (1) Given the reactants [NH2:1][C:2]1[S:3][C@:4]2([C:28](OCC)=[O:29])[C@H:6]([C@:7]([C:10]3[CH:15]=[C:14]([NH:16][C:17](=[O:25])[C:18]4[CH:23]=[CH:22][C:21]([Cl:24])=[CH:20][N:19]=4)[CH:13]=[C:12]([F:26])[C:11]=3[F:27])([CH3:9])[N:8]=1)[CH2:5]2.[BH4-].[Li+].CO, predict the reaction product. The product is: [NH2:1][C:2]1[S:3][C@:4]2([CH2:28][OH:29])[C@H:6]([C@:7]([C:10]3[CH:15]=[C:14]([NH:16][C:17](=[O:25])[C:18]4[CH:23]=[CH:22][C:21]([Cl:24])=[CH:20][N:19]=4)[CH:13]=[C:12]([F:26])[C:11]=3[F:27])([CH3:9])[N:8]=1)[CH2:5]2. (2) Given the reactants [H-].[Na+].[C:3]([O:13][C:14]([CH3:17])([CH3:16])[CH3:15])(=[O:12])[CH2:4][C:5]([O:7][C:8]([CH3:11])([CH3:10])[CH3:9])=[O:6].[F:18][C:19]1[C:24](F)=[CH:23][CH:22]=[C:21]([N+:26]([O-:28])=[O:27])[C:20]=1[O:29][C:30]1[C:39]2[C:34](=[CH:35][CH:36]=[CH:37][CH:38]=2)[CH:33]=[CH:32][CH:31]=1, predict the reaction product. The product is: [F:18][C:19]1[C:20]([O:29][C:30]2[C:39]3[C:34](=[CH:35][CH:36]=[CH:37][CH:38]=3)[CH:33]=[CH:32][CH:31]=2)=[C:21]([N+:26]([O-:28])=[O:27])[CH:22]=[CH:23][C:24]=1[CH:4]([C:5]([O:7][C:8]([CH3:9])([CH3:10])[CH3:11])=[O:6])[C:3]([O:13][C:14]([CH3:17])([CH3:16])[CH3:15])=[O:12].